This data is from Forward reaction prediction with 1.9M reactions from USPTO patents (1976-2016). The task is: Predict the product of the given reaction. (1) Given the reactants [F:1][C:2]1[CH:20]=[C:19]([F:21])[CH:18]=[CH:17][C:3]=1[CH2:4][O:5][C:6]1[CH:11]=[C:10]([CH3:12])[N:9]([CH2:13][C:14]#[CH:15])[C:8](=[O:16])[CH:7]=1.FC1C=C(F)C=CC=1COC1C=C(C)NC(=O)C=1.C([Br:43])C#C, predict the reaction product. The product is: [Br:43][C:7]1[C:8](=[O:16])[N:9]([CH2:13][C:14]#[CH:15])[C:10]([CH3:12])=[CH:11][C:6]=1[O:5][CH2:4][C:3]1[CH:17]=[CH:18][C:19]([F:21])=[CH:20][C:2]=1[F:1]. (2) Given the reactants Cl.[CH3:2][C:3]1[C:4]([O:9][C:10]2[CH:15]=[CH:14][CH:13]=[C:12]([CH:16]=[C:17]3[CH2:22][CH2:21][NH:20][CH2:19][CH2:18]3)[CH:11]=2)=[N:5][CH:6]=[CH:7][CH:8]=1.[N:23]1[CH:28]=[CH:27][CH:26]=[C:25]([NH:29][C:30](=O)[O:31]C2C=CC=CC=2)[N:24]=1.C(N(CC)CC)C, predict the reaction product. The product is: [CH3:2][C:3]1[C:4]([O:9][C:10]2[CH:11]=[C:12]([CH:13]=[CH:14][CH:15]=2)[CH:16]=[C:17]2[CH2:22][CH2:21][N:20]([C:30]([NH:29][C:25]3[N:24]=[N:23][CH:28]=[CH:27][CH:26]=3)=[O:31])[CH2:19][CH2:18]2)=[N:5][CH:6]=[CH:7][CH:8]=1. (3) Given the reactants C(O)C.O1CCCC1.[S:9]1[CH:13]=[CH:12][N:11]=[C:10]1[C:14]1[CH:21]=[CH:20][C:17]([CH:18]=[O:19])=[CH:16][CH:15]=1.[BH4-].[Na+], predict the reaction product. The product is: [S:9]1[CH:13]=[CH:12][N:11]=[C:10]1[C:14]1[CH:15]=[CH:16][C:17]([CH2:18][OH:19])=[CH:20][CH:21]=1. (4) Given the reactants [CH2:1]([C@@H:4]1[CH2:9][C@H:8]([C:10]2[CH:15]=[CH:14][CH:13]=[C:12]([Cl:16])[CH:11]=2)[C@@H:7]([C:17]2[CH:22]=[CH:21][C:20]([Cl:23])=[CH:19][CH:18]=2)[NH:6][C:5]1=[O:24])[CH:2]=[CH2:3].Br[CH2:26][CH:27]1[CH2:31][CH2:30][CH2:29][CH2:28]1, predict the reaction product. The product is: [CH2:1]([C@@H:4]1[CH2:9][C@H:8]([C:10]2[CH:15]=[CH:14][CH:13]=[C:12]([Cl:16])[CH:11]=2)[C@@H:7]([C:17]2[CH:22]=[CH:21][C:20]([Cl:23])=[CH:19][CH:18]=2)[N:6]([CH2:26][CH:27]2[CH2:31][CH2:30][CH2:29][CH2:28]2)[C:5]1=[O:24])[CH:2]=[CH2:3]. (5) The product is: [CH:1]([O:4][C:5]([C:7]1[C:13]2[N:14]([CH3:22])[C:15]([C:17]([O:19][CH2:20][CH3:21])=[O:18])=[CH:16][C:12]=2[C:11]([CH3:24])([CH3:23])[CH2:10][N:9]([C:29](=[O:30])[C:28]2[CH:32]=[CH:33][C:34]([F:35])=[C:26]([F:25])[CH:27]=2)[CH:8]=1)=[O:6])([CH3:2])[CH3:3]. Given the reactants [CH:1]([O:4][C:5]([C:7]1[C:13]2[N:14]([CH3:22])[C:15]([C:17]([O:19][CH2:20][CH3:21])=[O:18])=[CH:16][C:12]=2[C:11]([CH3:24])([CH3:23])[CH2:10][NH:9][CH:8]=1)=[O:6])([CH3:3])[CH3:2].[F:25][C:26]1[CH:27]=[C:28]([CH:32]=[CH:33][C:34]=1[F:35])[C:29](Cl)=[O:30], predict the reaction product. (6) The product is: [O:1]1[C:5]2[CH:6]=[CH:7][C:8]([C:10]3[CH:11]=[C:12]([C:13]([CH:28]4[CH2:30][CH2:29]4)=[O:34])[CH:15]=[C:16]([O:18][CH2:19][C:20]4[CH:25]=[CH:24][C:23]([O:26][CH3:27])=[CH:22][CH:21]=4)[CH:17]=3)=[CH:9][C:4]=2[O:3][CH2:2]1. Given the reactants [O:1]1[C:5]2[CH:6]=[CH:7][C:8]([C:10]3[CH:11]=[C:12]([CH:15]=[C:16]([O:18][CH2:19][C:20]4[CH:25]=[CH:24][C:23]([O:26][CH3:27])=[CH:22][CH:21]=4)[CH:17]=3)[C:13]#N)=[CH:9][C:4]=2[O:3][CH2:2]1.[CH:28]1([Mg]Cl)[CH2:30][CH2:29]1.S(=O)(=O)(O)[OH:34], predict the reaction product.